From a dataset of Reaction yield outcomes from USPTO patents with 853,638 reactions. Predict the reaction yield, written as a fraction of the theoretical maximum amount of product (1.0 means a 100% yield; for example, 0.34 means a 34% yield). (1) The reactants are [NH2:1][C:2]1[N:6]([C:7]2[CH:8]=[C:9]([CH:13]=[CH:14][C:15]=2[CH3:16])[C:10](O)=[O:11])[N:5]=[CH:4][C:3]=1[C:17](=[O:26])[C:18]1[CH:23]=[CH:22][CH:21]=[C:20]([O:24][CH3:25])[CH:19]=1.C[CH2:28][N:29]=C=NCCCN(C)C.C1C=CC2N(O)N=NC=2C=1.C(N(C(C)C)CC)(C)C.Cl.CN. The catalyst is CN(C=O)C.CCOC(C)=O. The product is [NH2:1][C:2]1[N:6]([C:7]2[CH:8]=[C:9]([CH:13]=[CH:14][C:15]=2[CH3:16])[C:10]([NH:29][CH3:28])=[O:11])[N:5]=[CH:4][C:3]=1[C:17](=[O:26])[C:18]1[CH:23]=[CH:22][CH:21]=[C:20]([O:24][CH3:25])[CH:19]=1. The yield is 0.320. (2) The yield is 0.580. The reactants are [Cl:1][C:2]1[CH:7]=[CH:6][C:5]([C:8]2([OH:28])[C:16]3[C:11](=[CH:12][CH:13]=[CH:14][CH:15]=3)[C:10](=[O:17])[N:9]2[CH2:18][C:19]2[CH:24]=[CH:23][C:22]([N+:25]([O-:27])=[O:26])=[CH:21][CH:20]=2)=[CH:4][CH:3]=1.[CH:29](O)([OH:33])[C:30]#[C:31][CH3:32]. No catalyst specified. The product is [Cl:1][C:2]1[CH:7]=[CH:6][C:5]([C:8]2([O:28][CH2:32][C:31]#[C:30][CH2:29][OH:33])[C:16]3[C:11](=[CH:12][CH:13]=[CH:14][CH:15]=3)[C:10](=[O:17])[N:9]2[CH2:18][C:19]2[CH:24]=[CH:23][C:22]([N+:25]([O-:27])=[O:26])=[CH:21][CH:20]=2)=[CH:4][CH:3]=1.